From a dataset of Full USPTO retrosynthesis dataset with 1.9M reactions from patents (1976-2016). Predict the reactants needed to synthesize the given product. (1) The reactants are: I[C:2]1[CH:3]=[C:4]([NH:8][C:9]([NH2:11])=[O:10])[CH:5]=[CH:6][CH:7]=1.[CH2:12]([O:16][CH2:17][CH2:18][CH2:19][CH2:20][CH2:21][CH2:22][Br:23])[CH2:13][C:14]#[CH:15]. Given the product [Br:23][CH2:22][CH2:21][CH2:20][CH2:19][CH2:18][CH2:17][O:16][CH2:12][CH2:13][C:14]#[C:15][C:2]1[CH:3]=[C:4]([NH:8][C:9]([NH2:11])=[O:10])[CH:5]=[CH:6][CH:7]=1, predict the reactants needed to synthesize it. (2) The reactants are: [CH2:1]([N:5]1[CH:9]=[CH:8][N:7]=[N:6]1)[CH2:2][CH:3]=[CH2:4].B1C2CCCC1CCC2.Br[C:20]1[CH:25]=[CH:24][C:23]([S:26]([CH2:29][C:30]2[N:31]=[C:32]([CH:35]=[CH:36][C:37]3[CH:42]=[CH:41][C:40]([S:43]([C:45]([F:48])([F:47])[F:46])=[O:44])=[CH:39][CH:38]=3)[O:33][CH:34]=2)(=[O:28])=[O:27])=[CH:22][CH:21]=1.C(=O)([O-])[O-].[Cs+].[Cs+]. Given the product [F:48][C:45]([F:46])([F:47])[S:43]([C:40]1[CH:39]=[CH:38][C:37]([CH:36]=[CH:35][C:32]2[O:33][CH:34]=[C:30]([CH2:29][S:26]([C:23]3[CH:22]=[CH:21][C:20]([CH2:4][CH2:3][CH2:2][CH2:1][N:5]4[CH:9]=[CH:8][N:7]=[N:6]4)=[CH:25][CH:24]=3)(=[O:27])=[O:28])[N:31]=2)=[CH:42][CH:41]=1)=[O:44], predict the reactants needed to synthesize it. (3) The reactants are: [NH2:1][CH:2]1[CH:7]2[CH:3]1[CH2:4][N:5]([C:8]([O:10][C:11]([CH3:14])([CH3:13])[CH3:12])=[O:9])[CH2:6]2.[OH:15][CH2:16][C:17]1[O:21][N:20]=[C:19]([C:22]([O:24][CH2:25][CH3:26])=[O:23])[CH:18]=1.C(N(CC)C(C)C)(C)C.Cl[C:37](OC1C=CC([N+]([O-])=O)=CC=1)=[O:38]. Given the product [CH2:25]([O:24][C:22]([C:19]1[CH:18]=[C:17]([CH2:16][O:15][C:37]([NH:1][CH:2]2[CH:7]3[CH:3]2[CH2:4][N:5]([C:8]([O:10][C:11]([CH3:14])([CH3:13])[CH3:12])=[O:9])[CH2:6]3)=[O:38])[O:21][N:20]=1)=[O:23])[CH3:26], predict the reactants needed to synthesize it. (4) Given the product [CH3:1][C:2]1([CH3:16])[C:10]2[C:5](=[CH:6][C:7]([C:11]([NH:18][NH2:19])=[O:12])=[CH:8][CH:9]=2)[NH:4][C:3]1=[O:15], predict the reactants needed to synthesize it. The reactants are: [CH3:1][C:2]1([CH3:16])[C:10]2[C:5](=[CH:6][C:7]([C:11](OC)=[O:12])=[CH:8][CH:9]=2)[NH:4][C:3]1=[O:15].O.[NH2:18][NH2:19].